Task: Predict the reaction yield, written as a fraction of the theoretical maximum amount of product (1.0 means a 100% yield; for example, 0.34 means a 34% yield).. Dataset: Reaction yield outcomes from USPTO patents with 853,638 reactions (1) The reactants are [CH2:1]([N:8]1[CH:16]=[C:15]2[C:10]([CH:11]=[C:12]([C:17]3[CH:18]=[C:19]([CH:27]4[CH2:31][CH2:30][N:29]([C:32](=[O:35])[CH2:33]Cl)[CH2:28]4)[N:20]4[C:25]=3[C:24]([NH2:26])=[N:23][CH:22]=[N:21]4)[CH:13]=[CH:14]2)=[N:9]1)[C:2]1[CH:7]=[CH:6][CH:5]=[CH:4][CH:3]=1.[CH3:36][N:37]1[CH2:42][CH2:41][NH:40][CH2:39][CH2:38]1. No catalyst specified. The product is [CH2:1]([N:8]1[CH:16]=[C:15]2[C:10]([CH:11]=[C:12]([C:17]3[CH:18]=[C:19]([CH:27]4[CH2:31][CH2:30][N:29]([C:32](=[O:35])[CH2:33][N:40]5[CH2:41][CH2:42][N:37]([CH3:36])[CH2:38][CH2:39]5)[CH2:28]4)[N:20]4[C:25]=3[C:24]([NH2:26])=[N:23][CH:22]=[N:21]4)[CH:13]=[CH:14]2)=[N:9]1)[C:2]1[CH:7]=[CH:6][CH:5]=[CH:4][CH:3]=1. The yield is 0.460. (2) The reactants are [CH3:1][O:2][C:3](=[O:39])[NH:4][C@H:5]([C:9]([N:11]1[CH2:15][CH2:14][CH2:13][C@H:12]1[C:16]1[NH:17][CH:18]=[C:19]([C:21]2[CH:26]=[CH:25][C:24]([C:27]3[CH:32]=[CH:31][C:30]([NH2:33])=[CH:29][C:28]=3[O:34][C:35]([F:38])([F:37])[F:36])=[CH:23][CH:22]=2)[N:20]=1)=[O:10])[CH:6]([CH3:8])[CH3:7].Cl[C:41](OC1C=CC([N+]([O-])=O)=CC=1)=[O:42].Cl.Cl.[CH:55]1([C:58]([N:60]2[CH2:65][CH2:64][CH:63]([N:66]3[CH2:71][CH2:70][NH:69][CH2:68][C@@H:67]3[CH3:72])[CH2:62][CH2:61]2)=[O:59])[CH2:57][CH2:56]1.CCN(C(C)C)C(C)C. The catalyst is CC(N(C)C)=O. The product is [CH3:1][O:2][C:3](=[O:39])[NH:4][C@H:5]([C:9]([N:11]1[CH2:15][CH2:14][CH2:13][C@H:12]1[C:16]1[NH:17][CH:18]=[C:19]([C:21]2[CH:22]=[CH:23][C:24]([C:27]3[CH:32]=[CH:31][C:30]([NH:33][C:41]([N:69]4[CH2:70][CH2:71][N:66]([CH:63]5[CH2:64][CH2:65][N:60]([C:58]([CH:55]6[CH2:56][CH2:57]6)=[O:59])[CH2:61][CH2:62]5)[C@@H:67]([CH3:72])[CH2:68]4)=[O:42])=[CH:29][C:28]=3[O:34][C:35]([F:38])([F:36])[F:37])=[CH:25][CH:26]=2)[N:20]=1)=[O:10])[CH:6]([CH3:8])[CH3:7]. The yield is 0.200.